From a dataset of Reaction yield outcomes from USPTO patents with 853,638 reactions. Predict the reaction yield, written as a fraction of the theoretical maximum amount of product (1.0 means a 100% yield; for example, 0.34 means a 34% yield). (1) The reactants are [Br:1][CH2:2][C@@H:3]([C:5]1[CH:10]=[CH:9][C:8]([O:11][CH2:12][C:13]2[CH:18]=[CH:17][CH:16]=[CH:15][CH:14]=2)=[C:7]([NH:19][CH:20]=[O:21])[CH:6]=1)[OH:4].N1C=CN=C1.[Si:27](Cl)([C:30]([CH3:33])([CH3:32])[CH3:31])([CH3:29])[CH3:28]. The catalyst is CN(C)C=O.C(OC(C)C)(=O)C. The product is [CH2:12]([O:11][C:8]1[CH:9]=[CH:10][C:5]([C@@H:3]([O:4][Si:27]([C:30]([CH3:33])([CH3:32])[CH3:31])([CH3:29])[CH3:28])[CH2:2][Br:1])=[CH:6][C:7]=1[NH:19][CH:20]=[O:21])[C:13]1[CH:14]=[CH:15][CH:16]=[CH:17][CH:18]=1. The yield is 0.680. (2) The reactants are [Cl:1][C:2]1[C:3]([C:20]2[C:28]3[C:23](=[CH:24][CH:25]=[CH:26][CH:27]=3)[N:22]([S:29]([C:32]3[CH:37]=[CH:36][CH:35]=[CH:34][CH:33]=3)(=[O:31])=[O:30])[CH:21]=2)=[N:4][C:5]([NH:8][C:9]23[CH2:18][CH:13]4[CH2:14][CH:15]([CH2:17][C:11]([NH2:19])([CH2:12]4)[CH2:10]2)[CH2:16]3)=[N:6][CH:7]=1.[C:38]([O:42][C:43]([NH:45][C:46]1[CH:54]=[CH:53][C:49]([C:50](O)=[O:51])=[CH:48][CH:47]=1)=[O:44])([CH3:41])([CH3:40])[CH3:39].CN(C(ON1N=NC2C=CC=CC1=2)=[N+](C)C)C.F[P-](F)(F)(F)(F)F.CCN(C(C)C)C(C)C. The catalyst is C(Cl)Cl.C([O-])(O)=O.[Na+].C(Cl)Cl.CN(C=O)C. The product is [Cl:1][C:2]1[C:3]([C:20]2[C:28]3[C:23](=[CH:24][CH:25]=[CH:26][CH:27]=3)[N:22]([S:29]([C:32]3[CH:33]=[CH:34][CH:35]=[CH:36][CH:37]=3)(=[O:31])=[O:30])[CH:21]=2)=[N:4][C:5]([NH:8][C:9]23[CH2:18][CH:13]4[CH2:14][CH:15]([CH2:17][C:11]([NH:19][C:50]([C:49]5[CH:48]=[CH:47][C:46]([NH:45][C:43](=[O:44])[O:42][C:38]([CH3:40])([CH3:39])[CH3:41])=[CH:54][CH:53]=5)=[O:51])([CH2:12]4)[CH2:10]2)[CH2:16]3)=[N:6][CH:7]=1. The yield is 0.260. (3) The reactants are [Cl:1][C:2]1[CH:3]=[C:4]([NH:9][C:10]2[N:22]=[CH:21][N:20]=[C:19]3[C:11]=2[C:12]2[CH:13]=[CH:14][C:15]4[C:16](=[CH:23][N:24]([CH2:26][CH2:27][OH:28])[N:25]=4)[C:17]=2[S:18]3)[CH:5]=[CH:6][C:7]=1[F:8].[CH3:29][S:30](O[S:30]([CH3:29])(=[O:32])=[O:31])(=[O:32])=[O:31].N1C=CC=CC=1. The catalyst is C(#N)C. The product is [Cl:1][C:2]1[CH:3]=[C:4]([NH:9][C:10]2[N:22]=[CH:21][N:20]=[C:19]3[C:11]=2[C:12]2[CH:13]=[CH:14][C:15]4[C:16](=[CH:23][N:24]([CH2:26][CH2:27][O:28][S:30]([CH3:29])(=[O:32])=[O:31])[N:25]=4)[C:17]=2[S:18]3)[CH:5]=[CH:6][C:7]=1[F:8]. The yield is 0.665. (4) The reactants are C(OC(=O)[NH:7][CH2:8][CH2:9][CH2:10][CH2:11][CH2:12][CH2:13][NH:14][CH2:15][CH2:16][CH2:17][N:18]1[C:26]([S:27][C:28]2[CH:33]=[C:32]([Cl:34])[CH:31]=[C:30]([Cl:35])[CH:29]=2)=[N:25][C:24]2[C:19]1=[N:20][CH:21]=[N:22][C:23]=2[NH2:36])(C)(C)C. The catalyst is C(Cl)Cl.C(O)(C(F)(F)F)=O. The product is [NH2:36][C:23]1[N:22]=[CH:21][N:20]=[C:19]2[C:24]=1[N:25]=[C:26]([S:27][C:28]1[CH:33]=[C:32]([Cl:34])[CH:31]=[C:30]([Cl:35])[CH:29]=1)[N:18]2[CH2:17][CH2:16][CH2:15][NH:14][CH2:13][CH2:12][CH2:11][CH2:10][CH2:9][CH2:8][NH2:7]. The yield is 0.620. (5) The reactants are [CH3:1][O:2][CH2:3][CH:4]1[CH2:7][CH:6]([C:8]#[C:9][C:10]#[C:11][Si](C)(C)C)[CH2:5]1.[OH-].[Na+]. The catalyst is C1COCC1.CO.C(Cl)Cl. The product is [C:8]([CH:6]1[CH2:7][CH:4]([CH2:3][O:2][CH3:1])[CH2:5]1)#[C:9][C:10]#[CH:11]. The yield is 1.00. (6) The reactants are [F:1][C:2]1[CH:7]=[CH:6][C:5]([N:8]2[CH2:13][CH2:12][N:11]([S:14]([C:17]3[S:21][C:20]([CH:22]4[CH2:27][CH2:26][N:25](C(OC(C)(C)C)=O)[CH2:24][CH2:23]4)=[CH:19][CH:18]=3)(=[O:16])=[O:15])[C@H:10]([CH3:35])[CH2:9]2)=[C:4]([C:36]([F:39])([F:38])[F:37])[CH:3]=1. The catalyst is C(Cl)Cl.C(O)(C(F)(F)F)=O. The product is [F:1][C:2]1[CH:7]=[CH:6][C:5]([N:8]2[CH2:13][CH2:12][N:11]([S:14]([C:17]3[S:21][C:20]([CH:22]4[CH2:27][CH2:26][NH:25][CH2:24][CH2:23]4)=[CH:19][CH:18]=3)(=[O:16])=[O:15])[C@H:10]([CH3:35])[CH2:9]2)=[C:4]([C:36]([F:38])([F:37])[F:39])[CH:3]=1. The yield is 0.600.